From a dataset of Reaction yield outcomes from USPTO patents with 853,638 reactions. Predict the reaction yield, written as a fraction of the theoretical maximum amount of product (1.0 means a 100% yield; for example, 0.34 means a 34% yield). (1) The reactants are [C:1](Cl)(=O)C.[NH:5]1[CH2:12][CH2:11][CH2:10][C@H:6]1[C:7]([OH:9])=[O:8].CCN(CC)CC.[CH:20]1[CH:25]=[CH:24][C:23]([CH2:26]Br)=[CH:22][CH:21]=1. The catalyst is CO. The product is [CH3:1][O:8][C:7](=[O:9])[C@@H:6]1[CH2:10][CH2:11][CH2:12][N:5]1[CH2:26][C:23]1[CH:24]=[CH:25][CH:20]=[CH:21][CH:22]=1. The yield is 0.690. (2) The reactants are CO[C:3]([C:5]1[N:6]([CH3:26])[N:7]=[C:8]([O:10][CH2:11][C:12]2[C:13]([C:19]3[CH:24]=[CH:23][C:22]([Cl:25])=[CH:21][CH:20]=3)=[N:14][O:15][C:16]=2[CH2:17][OH:18])[CH:9]=1)=[O:4].[NH2:27][CH:28]1[CH2:33][CH2:32][O:31][CH2:30][CH2:29]1. No catalyst specified. The product is [O:31]1[CH2:32][CH2:33][CH:28]([NH:27][C:3]([C:5]2[N:6]([CH3:26])[N:7]=[C:8]([O:10][CH2:11][C:12]3[C:13]([C:19]4[CH:20]=[CH:21][C:22]([Cl:25])=[CH:23][CH:24]=4)=[N:14][O:15][C:16]=3[CH2:17][OH:18])[CH:9]=2)=[O:4])[CH2:29][CH2:30]1. The yield is 0.420.